From a dataset of Forward reaction prediction with 1.9M reactions from USPTO patents (1976-2016). Predict the product of the given reaction. (1) The product is: [C:32]([OH:33])([C:18]([F:21])([F:20])[F:19])=[O:35].[CH3:30][C:29]1[N:28]=[C:27]([NH2:31])[CH:26]=[CH:25][C:24]=1[C:9]1[CH:17]=[C:16]([C:18]([F:19])([F:20])[F:21])[CH:15]=[C:14]2[C:10]=1[CH:11]=[N:12][NH:13]2. Given the reactants CC1(C)C(C)(C)OB([C:9]2[CH:17]=[C:16]([C:18]([F:21])([F:20])[F:19])[CH:15]=[C:14]3[C:10]=2[CH:11]=[N:12][NH:13]3)O1.I[C:24]1[CH:25]=[CH:26][C:27]([NH2:31])=[N:28][C:29]=1[CH3:30].[C:32](=[O:35])([O-])[O-:33].[Na+].[Na+], predict the reaction product. (2) Given the reactants [Cl:1][C:2]1[CH:3]=[C:4]2[C:9](=[CH:10][C:11]=1[O:12][C:13]1[CH:18]=[CH:17][C:16]([CH2:19][CH3:20])=[CH:15][CH:14]=1)[O:8][CH:7]([C:21]([F:24])([F:23])[F:22])[C:6]([C:25]([OH:27])=[O:26])=[CH:5]2.[OH-].[Na+:29], predict the reaction product. The product is: [Cl:1][C:2]1[CH:3]=[C:4]2[C:9](=[CH:10][C:11]=1[O:12][C:13]1[CH:14]=[CH:15][C:16]([CH2:19][CH3:20])=[CH:17][CH:18]=1)[O:8][CH:7]([C:21]([F:24])([F:22])[F:23])[C:6]([C:25]([O-:27])=[O:26])=[CH:5]2.[Na+:29]. (3) Given the reactants [CH2:1]([O:3][CH:4]([O:18][CH2:19][CH3:20])[C:5]1[CH:10]=[CH:9][C:8](/[CH:11]=[CH:12]/[C:13](OCC)=[O:14])=[CH:7][CH:6]=1)[CH3:2].CC(C[AlH]CC(C)C)C.CO.O, predict the reaction product. The product is: [CH2:19]([O:18][CH:4]([O:3][CH2:1][CH3:2])[C:5]1[CH:10]=[CH:9][C:8](/[CH:11]=[CH:12]/[CH2:13][OH:14])=[CH:7][CH:6]=1)[CH3:20]. (4) Given the reactants [CH:1]1([CH2:4][O:5][C:6]2[CH:11]=[C:10]([O:12][CH3:13])[C:9]([F:14])=[CH:8][C:7]=2[C:15]2[C:16]3[NH:23][C:22]([CH3:24])=[C:21]([C:25]([OH:27])=O)[C:17]=3[N:18]=[CH:19][N:20]=2)[CH2:3][CH2:2]1.CCN(C(C)C)C(C)C.[NH2:37][C@@H:38]([CH2:68][C:69]1[CH:74]=[CH:73][CH:72]=[C:71]([CH3:75])[CH:70]=1)[C:39]([N:41]1[CH2:46][CH2:45][CH:44]([N:47]2[N:56]=[C:55]([C:57]3[CH:62]=[CH:61][C:60]([O:63][CH3:64])=[C:59]([O:65][CH3:66])[CH:58]=3)[C@@H:54]3[C@@H:49]([CH2:50][CH2:51][CH2:52][CH2:53]3)[C:48]2=[O:67])[CH2:43][CH2:42]1)=[O:40].CCOC(C(C#N)=NOC(N1CCOCC1)=[N+](C)C)=O.F[P-](F)(F)(F)(F)F.C(=O)(O)[O-].[Na+], predict the reaction product. The product is: [CH:1]1([CH2:4][O:5][C:6]2[CH:11]=[C:10]([O:12][CH3:13])[C:9]([F:14])=[CH:8][C:7]=2[C:15]2[C:16]3[NH:23][C:22]([CH3:24])=[C:21]([C:25]([NH:37][C@@H:38]([CH2:68][C:69]4[CH:74]=[CH:73][CH:72]=[C:71]([CH3:75])[CH:70]=4)[C:39]([N:41]4[CH2:42][CH2:43][CH:44]([N:47]5[N:56]=[C:55]([C:57]6[CH:62]=[CH:61][C:60]([O:63][CH3:64])=[C:59]([O:65][CH3:66])[CH:58]=6)[C@@H:54]6[C@@H:49]([CH2:50][CH2:51][CH2:52][CH2:53]6)[C:48]5=[O:67])[CH2:45][CH2:46]4)=[O:40])=[O:27])[C:17]=3[N:18]=[CH:19][N:20]=2)[CH2:3][CH2:2]1. (5) Given the reactants [Si:1]([O:18][CH2:19][CH2:20][CH2:21][CH2:22][CH2:23][C:24]#[C:25][CH2:26][CH2:27][CH2:28][CH2:29][O:30]C1CCCCO1)([C:14]([CH3:17])([CH3:16])[CH3:15])([C:8]1[CH:13]=[CH:12][CH:11]=[CH:10][CH:9]=1)[C:2]1[CH:7]=[CH:6][CH:5]=[CH:4][CH:3]=1.CC1C=CC(S([O-])(=O)=O)=CC=1.C1C=C[NH+]=CC=1, predict the reaction product. The product is: [Si:1]([O:18][CH2:19][CH2:20][CH2:21][CH2:22][CH2:23][C:24]#[C:25][CH2:26][CH2:27][CH2:28][CH2:29][OH:30])([C:14]([CH3:16])([CH3:17])[CH3:15])([C:8]1[CH:9]=[CH:10][CH:11]=[CH:12][CH:13]=1)[C:2]1[CH:3]=[CH:4][CH:5]=[CH:6][CH:7]=1. (6) The product is: [N+:1]([C:4]1[NH:8][N:7]=[CH:6][CH:5]=1)([O-:3])=[O:2].[CH2:46]1[CH:48]([CH2:47][C:15]([NH2:13])=[O:19])[CH2:45]1. Given the reactants [N+:1]([C:4]1[NH:8][N:7]=[C:6](C(O)=O)[CH:5]=1)([O-:3])=[O:2].C[N:13]([C:15]([O:19]N1N=NC2C=CC=NC1=2)=[N+](C)C)C.F[P-](F)(F)(F)(F)F.C(N(CC)CC)C.Cl.N[CH2:45][CH:46]1[CH2:48][CH2:47]1, predict the reaction product. (7) Given the reactants FC(F)(F)S(O[C:7]1[C:11]2[C:12]([O:16][CH3:17])=[N:13][CH:14]=[CH:15][C:10]=2[N:9]([C:18]2[C:23]([F:24])=[CH:22][CH:21]=[CH:20][C:19]=2[F:25])[N:8]=1)(=O)=O.CN(C=O)C.CC1(C)C(C)(C)OB([C:41]2[CH:42]=[C:43]([CH2:47][C:48]([O:50]C)=[O:49])[CH:44]=[CH:45][CH:46]=2)O1.C(=O)([O-])[O-].[K+].[K+], predict the reaction product. The product is: [F:24][C:23]1[CH:22]=[CH:21][CH:20]=[C:19]([F:25])[C:18]=1[N:9]1[C:10]2[CH:15]=[CH:14][N:13]=[C:12]([O:16][CH3:17])[C:11]=2[C:7]([C:41]2[CH:42]=[C:43]([CH2:47][C:48]([OH:50])=[O:49])[CH:44]=[CH:45][CH:46]=2)=[N:8]1.